From a dataset of Reaction yield outcomes from USPTO patents with 853,638 reactions. Predict the reaction yield, written as a fraction of the theoretical maximum amount of product (1.0 means a 100% yield; for example, 0.34 means a 34% yield). The reactants are [CH3:1][C:2]1([CH3:16])[C:6]([CH3:8])([CH3:7])[O:5][B:4]([C:9]2[CH:14]=[CH:13][C:12]([OH:15])=[CH:11][CH:10]=2)[O:3]1.Br[CH2:18][CH2:19][O:20][CH:21]1[CH2:26][CH2:25][CH2:24][CH2:23][O:22]1.[H-].[Na+].Cl. The catalyst is O.C(OCC)(=O)C.CN(C)C=O. The product is [CH3:8][C:6]1([CH3:7])[C:2]([CH3:16])([CH3:1])[O:3][B:4]([C:9]2[CH:14]=[CH:13][C:12]([O:15][CH2:18][CH2:19][O:20][CH:21]3[CH2:26][CH2:25][CH2:24][CH2:23][O:22]3)=[CH:11][CH:10]=2)[O:5]1. The yield is 0.840.